This data is from Retrosynthesis with 50K atom-mapped reactions and 10 reaction types from USPTO. The task is: Predict the reactants needed to synthesize the given product. (1) Given the product NCc1ccc2c(c1)C(Cc1ccccc1)NC2=O, predict the reactants needed to synthesize it. The reactants are: N#Cc1ccc2c(c1)C(Cc1ccccc1)NC2=O. (2) Given the product CCOC(=O)C(C(=O)OCC)C(CC(=O)O)c1ccccc1, predict the reactants needed to synthesize it. The reactants are: CCOC(=O)C(C(=O)OCC)C(CC(=O)OCc1ccccc1)c1ccccc1. (3) The reactants are: COc1ccc(C2=NN(C3CCN(C(=O)[C@H](Cc4ccc(O)cc4)NC(=O)OC(C)(C)C)CC3)C(=O)[C@@H]3CCCC[C@H]23)cc1OC. Given the product COc1ccc(C2=NN(C3CCN(C(=O)[C@@H](N)Cc4ccc(O)cc4)CC3)C(=O)[C@@H]3CCCC[C@H]23)cc1OC, predict the reactants needed to synthesize it. (4) The reactants are: COCC(=O)Cl.Nc1ccc(-c2cc(Cc3ccc(OCc4ccccc4)nc3)no2)c(N)n1. Given the product COCC(=O)Nc1ccc(-c2cc(Cc3ccc(OCc4ccccc4)nc3)no2)c(N)n1, predict the reactants needed to synthesize it. (5) The reactants are: O=C(O)c1ccc(I)cc1F.c1nc(N2CCNCC2)c(C2CC2)cc1C1CC1. Given the product O=C(c1ccc(I)cc1F)N1CCN(c2ncc(C3CC3)cc2C2CC2)CC1, predict the reactants needed to synthesize it. (6) Given the product Cc1ccncc1N1CCc2ccc(Cl)c(F)c2C1=O, predict the reactants needed to synthesize it. The reactants are: Cc1ccncc1I.O=C1NCCc2ccc(Cl)c(F)c21.